This data is from Catalyst prediction with 721,799 reactions and 888 catalyst types from USPTO. The task is: Predict which catalyst facilitates the given reaction. (1) Reactant: [CH3:1][O:2][C:3]1[CH:8]=[C:7]([CH3:9])[C:6]([S:10]([N:13]([CH2:15][C:16]2[O:20][CH:19]=[C:18]([C:21]([OH:23])=O)[CH:17]=2)[CH3:14])(=[O:12])=[O:11])=[C:5]([CH3:24])[CH:4]=1.C1N=CN(C(N2C=NC=C2)=O)C=1.[N:37]1([CH2:42][C:43]2[CH:48]=[CH:47][C:46]([CH2:49][NH2:50])=[CH:45][CH:44]=2)[CH2:41][CH2:40][CH2:39][CH2:38]1. Product: [CH3:1][O:2][C:3]1[CH:8]=[C:7]([CH3:9])[C:6]([S:10]([N:13]([CH2:15][C:16]2[O:20][CH:19]=[C:18]([C:21]([NH:50][CH2:49][C:46]3[CH:45]=[CH:44][C:43]([CH2:42][N:37]4[CH2:41][CH2:40][CH2:39][CH2:38]4)=[CH:48][CH:47]=3)=[O:23])[CH:17]=2)[CH3:14])(=[O:11])=[O:12])=[C:5]([CH3:24])[CH:4]=1. The catalyst class is: 118. (2) Reactant: [H-].[Na+].[Br:3][C:4]1[CH:5]=[C:6]2[C:10](=[C:11]([F:13])[CH:12]=1)[NH:9][CH:8]=[CH:7]2.[C:14]1([S:20](Cl)(=[O:22])=[O:21])[CH:19]=[CH:18][CH:17]=[CH:16][CH:15]=1. Product: [C:14]1([S:20]([N:9]2[C:10]3[C:6](=[CH:5][C:4]([Br:3])=[CH:12][C:11]=3[F:13])[CH:7]=[CH:8]2)(=[O:22])=[O:21])[CH:19]=[CH:18][CH:17]=[CH:16][CH:15]=1. The catalyst class is: 1. (3) Reactant: Br[CH2:2][CH2:3][O:4][CH2:5][CH2:6][O:7][CH2:8][CH2:9][O:10][CH3:11].[NH2:12][C:13]1[CH:14]=[C:15]([OH:20])[CH:16]=[C:17]([F:19])[CH:18]=1.C([O-])([O-])=O.[K+].[K+].[Na+].[I-]. Product: [F:19][C:17]1[CH:18]=[C:13]([CH:14]=[C:15]([O:20][CH2:2][CH2:3][O:4][CH2:5][CH2:6][O:7][CH2:8][CH2:9][O:10][CH3:11])[CH:16]=1)[NH2:12]. The catalyst class is: 21. (4) Reactant: [Br:1][C:2]1[CH:3]=[C:4]([CH:7]=[CH:8][C:9]=1[OH:10])[CH:5]=[O:6].N1C=CN=C1.[CH3:16][C:17]([Si:20](Cl)([CH3:22])[CH3:21])([CH3:19])[CH3:18]. Product: [Br:1][C:2]1[CH:3]=[C:4]([CH:7]=[CH:8][C:9]=1[O:10][Si:20]([C:17]([CH3:19])([CH3:18])[CH3:16])([CH3:22])[CH3:21])[CH:5]=[O:6]. The catalyst class is: 18. (5) Reactant: [CH:1]1([CH:7]([NH:19][C:20]2[CH:21]=[CH:22][C:23]([C:26]([N:28]([CH3:36])[CH2:29][CH2:30][C:31]([O:33]CC)=[O:32])=[O:27])=[N:24][CH:25]=2)[C:8]2[O:9][C:10]3[CH:17]=[CH:16][C:15]([F:18])=[CH:14][C:11]=3[C:12]=2[CH3:13])[CH2:6][CH2:5][CH2:4][CH2:3][CH2:2]1.CCCCCC.C(O)C.C(O)C.[OH-].[Li+]. The catalyst class is: 7. Product: [CH:1]1([CH:7]([NH:19][C:20]2[CH:21]=[CH:22][C:23]([C:26]([N:28]([CH3:36])[CH2:29][CH2:30][C:31]([OH:33])=[O:32])=[O:27])=[N:24][CH:25]=2)[C:8]2[O:9][C:10]3[CH:17]=[CH:16][C:15]([F:18])=[CH:14][C:11]=3[C:12]=2[CH3:13])[CH2:6][CH2:5][CH2:4][CH2:3][CH2:2]1. (6) Reactant: [N:1]1([CH2:7][CH2:8][NH:9][C:10]2[CH:15]=[CH:14][C:13]([N+:16]([O-])=O)=[CH:12][CH:11]=2)[CH2:6][CH2:5][O:4][CH2:3][CH2:2]1.O.NN. Product: [N:1]1([CH2:7][CH2:8][NH:9][C:10]2[CH:15]=[CH:14][C:13]([NH2:16])=[CH:12][CH:11]=2)[CH2:6][CH2:5][O:4][CH2:3][CH2:2]1. The catalyst class is: 592.